This data is from CYP2C9 inhibition data for predicting drug metabolism from PubChem BioAssay. The task is: Regression/Classification. Given a drug SMILES string, predict its absorption, distribution, metabolism, or excretion properties. Task type varies by dataset: regression for continuous measurements (e.g., permeability, clearance, half-life) or binary classification for categorical outcomes (e.g., BBB penetration, CYP inhibition). Dataset: cyp2c9_veith. (1) The drug is Cc1cc(NC(=O)CSc2nc3ccsc3c(=O)n2CCCCC(=O)O)no1. The result is 0 (non-inhibitor). (2) The molecule is CN1CCN(c2ncc3nc(CCc4ccccc4)c(=O)n(Cc4cccs4)c3n2)CC1. The result is 1 (inhibitor). (3) The molecule is N/C(=N\OC(=O)c1cc(-c2ccccc2)nc2ccccc12)c1ccc(Cl)cc1. The result is 1 (inhibitor). (4) The molecule is Cc1ccc(-[n+]2cc(=O)o[nH]2)cc1. The result is 0 (non-inhibitor). (5) The drug is CC(C)(C)c1ccc(O)c(CN(Cc2cc(C(C)(C)C)ccc2O)C2CCCCC2)c1. The result is 0 (non-inhibitor). (6) The compound is Nc1nc(Cl)cc(N2CCOCC2)n1. The result is 0 (non-inhibitor). (7) The compound is Cc1nn(-c2ccccc2)c(C)c1/C=N/NC(=O)c1cc(-c2ccc(Cl)s2)[nH]n1. The result is 1 (inhibitor). (8) The compound is c1csc(CN2CC[C@@]3(CCCNC3)C2)n1. The result is 0 (non-inhibitor). (9) The drug is CC(=O)N1CCN(Cc2nc3cc(NC(=O)c4ccccc4)ccc3n2C)CC1. The result is 0 (non-inhibitor).